Dataset: NCI-60 drug combinations with 297,098 pairs across 59 cell lines. Task: Regression. Given two drug SMILES strings and cell line genomic features, predict the synergy score measuring deviation from expected non-interaction effect. (1) Drug 1: C1=C(C(=O)NC(=O)N1)N(CCCl)CCCl. Drug 2: CC1=CC=C(C=C1)C2=CC(=NN2C3=CC=C(C=C3)S(=O)(=O)N)C(F)(F)F. Cell line: UACC-257. Synergy scores: CSS=-1.14, Synergy_ZIP=-3.71, Synergy_Bliss=-3.35, Synergy_Loewe=-7.96, Synergy_HSA=-4.23. (2) Drug 1: COC1=CC(=CC(=C1O)OC)C2C3C(COC3=O)C(C4=CC5=C(C=C24)OCO5)OC6C(C(C7C(O6)COC(O7)C8=CC=CS8)O)O. Drug 2: CS(=O)(=O)OCCCCOS(=O)(=O)C. Cell line: ACHN. Synergy scores: CSS=73.5, Synergy_ZIP=-1.42, Synergy_Bliss=-1.27, Synergy_Loewe=0.596, Synergy_HSA=4.40. (3) Drug 2: C1CC(=O)NC(=O)C1N2C(=O)C3=CC=CC=C3C2=O. Cell line: HL-60(TB). Drug 1: C1CCC(CC1)NC(=O)N(CCCl)N=O. Synergy scores: CSS=0.131, Synergy_ZIP=-12.6, Synergy_Bliss=-21.2, Synergy_Loewe=-37.7, Synergy_HSA=-21.4. (4) Drug 1: CCCS(=O)(=O)NC1=C(C(=C(C=C1)F)C(=O)C2=CNC3=C2C=C(C=N3)C4=CC=C(C=C4)Cl)F. Drug 2: CCC1(CC2CC(C3=C(CCN(C2)C1)C4=CC=CC=C4N3)(C5=C(C=C6C(=C5)C78CCN9C7C(C=CC9)(C(C(C8N6C=O)(C(=O)OC)O)OC(=O)C)CC)OC)C(=O)OC)O.OS(=O)(=O)O. Cell line: NCIH23. Synergy scores: CSS=29.5, Synergy_ZIP=12.4, Synergy_Bliss=12.9, Synergy_Loewe=-22.3, Synergy_HSA=9.68. (5) Drug 1: CNC(=O)C1=CC=CC=C1SC2=CC3=C(C=C2)C(=NN3)C=CC4=CC=CC=N4. Drug 2: CCN(CC)CCCC(C)NC1=C2C=C(C=CC2=NC3=C1C=CC(=C3)Cl)OC. Cell line: EKVX. Synergy scores: CSS=33.9, Synergy_ZIP=-1.38, Synergy_Bliss=2.21, Synergy_Loewe=3.12, Synergy_HSA=4.39. (6) Drug 2: COC1=C2C(=CC3=C1OC=C3)C=CC(=O)O2. Drug 1: CC12CCC3C(C1CCC2=O)CC(=C)C4=CC(=O)C=CC34C. Cell line: PC-3. Synergy scores: CSS=43.5, Synergy_ZIP=3.95, Synergy_Bliss=3.79, Synergy_Loewe=3.43, Synergy_HSA=3.97. (7) Drug 1: CCC1=C2CN3C(=CC4=C(C3=O)COC(=O)C4(CC)O)C2=NC5=C1C=C(C=C5)O. Drug 2: C1CCC(C(C1)N)N.C(=O)(C(=O)[O-])[O-].[Pt+4]. Cell line: RPMI-8226. Synergy scores: CSS=69.7, Synergy_ZIP=4.41, Synergy_Bliss=2.09, Synergy_Loewe=4.62, Synergy_HSA=7.34.